The task is: Predict the reaction yield, written as a fraction of the theoretical maximum amount of product (1.0 means a 100% yield; for example, 0.34 means a 34% yield).. This data is from Reaction yield outcomes from USPTO patents with 853,638 reactions. (1) The reactants are F[C:2]1[CH:17]=[C:16]([C:18]([F:21])([F:20])[F:19])[CH:15]=[CH:14][C:3]=1[C:4]([NH:6][C:7]1[CH:12]=[CH:11][NH:10][C:9](=[O:13])[CH:8]=1)=[O:5].C(=O)([O-])[O-].[K+].[K+].[F:28][C:29]1[CH:34]=[CH:33][C:32]([OH:35])=[C:31]([CH2:36][OH:37])[CH:30]=1. The catalyst is CN1CCCC1=O. The product is [F:28][C:29]1[CH:34]=[CH:33][C:32]([O:35][C:2]2[CH:17]=[C:16]([C:18]([F:21])([F:20])[F:19])[CH:15]=[CH:14][C:3]=2[C:4]([NH:6][C:7]2[CH:12]=[CH:11][NH:10][C:9](=[O:13])[CH:8]=2)=[O:5])=[C:31]([CH2:36][OH:37])[CH:30]=1. The yield is 0.0100. (2) The reactants are [Br:1][C:2]1[C:7]([CH3:8])=[CH:6][C:5]([OH:9])=[C:4]([F:10])[CH:3]=1.[C:11](=O)([O-])[O-].[Cs+].[Cs+].IC. The catalyst is CN(C=O)C.C(OCC)(=O)C. The product is [Br:1][C:2]1[CH:3]=[C:4]([F:10])[C:5]([O:9][CH3:11])=[CH:6][C:7]=1[CH3:8]. The yield is 0.890.